This data is from Reaction yield outcomes from USPTO patents with 853,638 reactions. The task is: Predict the reaction yield, written as a fraction of the theoretical maximum amount of product (1.0 means a 100% yield; for example, 0.34 means a 34% yield). (1) The reactants are [I:1]I.[F:3][C:4]1[CH:5]=[C:6]([CH:8]=[C:9]([F:12])[C:10]=1[F:11])[NH2:7]. The catalyst is C(O)C.S([O-])([O-])(=O)=O.[Ag+2]. The product is [F:3][C:4]1[C:5]([I:1])=[C:6]([CH:8]=[C:9]([F:12])[C:10]=1[F:11])[NH2:7]. The yield is 0.420. (2) The reactants are C1N=CN([C:6]([N:8]2C=N[CH:10]=[CH:9]2)=[O:7])C=1.NC1C=[C:18]([Cl:20])[CH:17]=[C:16]([CH3:21])[C:15]=1[OH:22]. The catalyst is C1COCC1.CCOC(C)=O. The product is [Cl:20][C:18]1[CH:17]=[C:16]([CH3:21])[C:15]2[O:22][C:6](=[O:7])[NH:8][C:9]=2[CH:10]=1. The yield is 0.980. (3) The reactants are [BH4-].[Na+].[Cl:3][C:4]1[N:9]=[CH:8][C:7]([C:10](=[N:12]O)[CH3:11])=[CH:6][CH:5]=1.[OH-].[NH4+]. The catalyst is COCCOC.[Ti](Cl)(Cl)(Cl)Cl. The product is [Cl:3][C:4]1[N:9]=[CH:8][C:7]([CH:10]([NH2:12])[CH3:11])=[CH:6][CH:5]=1. The yield is 0.380. (4) The reactants are [CH3:1][O:2][C:3]1[CH:20]=[CH:19][C:18]2[C@@H:17]3[C@H:8]([C@H:9]4[C@@:13]([CH2:15][CH2:16]3)([CH3:14])[C@@H:12]([OH:21])[CH2:11][CH2:10]4)[C@H:7]([CH2:22][CH:23]=[CH2:24])[CH2:6][C:5]=2[CH:4]=1.[F:25][C:26]([F:48])([C:44]([F:47])([F:46])[F:45])[CH2:27][CH2:28][CH2:29][CH:30]([CH2:36][CH2:37][CH2:38][CH2:39][CH2:40][CH2:41]C=C)[C:31]([O:33][CH2:34][CH3:35])=[O:32]. The catalyst is ClCCl.C(P(C1CCCCC1)(C1CCCCC1)C1CCCCC1)(P(C1CCCCC1)(C1CCCCC1)C1CCCCC1)C1C=CC=CC=1.Cl[Ru]Cl. The product is [OH:21][C@H:12]1[CH2:11][CH2:10][C@H:9]2[C@H:8]3[C@H:17]([CH2:16][CH2:15][C@:13]12[CH3:14])[C:18]1[CH:19]=[CH:20][C:3]([O:2][CH3:1])=[CH:4][C:5]=1[CH2:6][C@H:7]3[CH2:22][CH:23]=[CH:24][CH2:41][CH2:40][CH2:39][CH2:38][CH2:37][CH2:36][CH:30]([CH2:29][CH2:28][CH2:27][C:26]([F:25])([F:48])[C:44]([F:45])([F:46])[F:47])[C:31]([O:33][CH2:34][CH3:35])=[O:32]. The yield is 0.670. (5) The reactants are [CH2:1]([O:3][C@@H:4]([CH2:9][C:10]1[CH:15]=[CH:14][C:13]([C:16]2[CH:21]=[CH:20][CH:19]=[C:18]([CH2:22][NH:23][CH3:24])[CH:17]=2)=[CH:12][CH:11]=1)[C:5]([O:7][CH3:8])=[O:6])[CH3:2].[C:25]1([C:34]2[CH:39]=[CH:38][CH:37]=[CH:36][CH:35]=2)[CH:30]=[CH:29][C:28]([C:31](Cl)=[O:32])=[CH:27][CH:26]=1. No catalyst specified. The product is [C:25]1([C:34]2[CH:39]=[CH:38][CH:37]=[CH:36][CH:35]=2)[CH:30]=[CH:29][C:28]([C:31]([N:23]([CH2:22][C:18]2[CH:17]=[C:16]([C:13]3[CH:14]=[CH:15][C:10]([CH2:9][C@H:4]([O:3][CH2:1][CH3:2])[C:5]([O:7][CH3:8])=[O:6])=[CH:11][CH:12]=3)[CH:21]=[CH:20][CH:19]=2)[CH3:24])=[O:32])=[CH:27][CH:26]=1. The yield is 0.470. (6) The reactants are [NH2:1][C:2]1[CH:7]=[CH:6][C:5]([C:8]2[CH:13]=[CH:12][C:11]([C:14]([CH:16]3[CH2:20][CH2:19][CH2:18][CH:17]3C(OC)=O)=[O:15])=[CH:10][CH:9]=2)=[CH:4][CH:3]=1.Cl[C:26]1[NH:30][C:29]2[CH:31]=[C:32]([F:36])[C:33]([F:35])=[CH:34][C:28]=2[N:27]=1.Cl.[OH-:38].[Na+].[CH2:40]([OH:44])CCC. The catalyst is O1CCCC1. The product is [F:36][C:32]1[C:33]([F:35])=[CH:34][C:28]2[NH:27][C:26]([NH:1][C:2]3[CH:7]=[CH:6][C:5]([C:8]4[CH:9]=[CH:10][C:11]([C:14]([C:16]5([C:40]([OH:44])=[O:38])[CH2:17][CH2:18][CH2:19][CH2:20]5)=[O:15])=[CH:12][CH:13]=4)=[CH:4][CH:3]=3)=[N:30][C:29]=2[CH:31]=1. The yield is 0.0300. (7) The reactants are [C:1]([O:5][C:6]([NH:8][C@H:9]1[CH2:13][C@@:12]([CH2:17][CH2:18][O:19][CH3:20])([C:14]([OH:16])=[O:15])[CH:11]=[CH:10]1)=[O:7])([CH3:4])([CH3:3])[CH3:2]. The catalyst is CO.[Pd]. The product is [C:1]([O:5][C:6]([NH:8][C@@H:9]1[CH2:10][CH2:11][C@:12]([CH2:17][CH2:18][O:19][CH3:20])([C:14]([OH:16])=[O:15])[CH2:13]1)=[O:7])([CH3:4])([CH3:3])[CH3:2]. The yield is 0.999. (8) The reactants are [Br:1][C:2]1[CH:3]=[C:4]([C:10]2[NH:14][C:13]([C:15]([O:17][CH3:18])=[O:16])=[CH:12][C:11]=2[CH3:19])[CH:5]=[CH:6][C:7]=1[O:8][CH3:9].[H-].[Na+].[CH3:22]I. The catalyst is CN(C=O)C. The product is [Br:1][C:2]1[CH:3]=[C:4]([C:10]2[N:14]([CH3:22])[C:13]([C:15]([O:17][CH3:18])=[O:16])=[CH:12][C:11]=2[CH3:19])[CH:5]=[CH:6][C:7]=1[O:8][CH3:9]. The yield is 0.850. (9) The reactants are Cl[C:2]1[C:3](=[O:14])[NH:4][C:5](=[O:13])[C:6]=1[C:7]1[CH:12]=[CH:11][CH:10]=[CH:9][CH:8]=1.[Cl:15][C:16]1[CH:17]=[C:18]([CH:20]=[CH:21][CH:22]=1)[NH2:19]. The catalyst is CO. The product is [Cl:15][C:16]1[CH:17]=[C:18]([NH:19][C:2]2[C:3](=[O:14])[NH:4][C:5](=[O:13])[C:6]=2[C:7]2[CH:12]=[CH:11][CH:10]=[CH:9][CH:8]=2)[CH:20]=[CH:21][CH:22]=1. The yield is 0.540. (10) The reactants are Br[C:2]1[CH:28]=[CH:27][C:5]([CH2:6][S:7][C:8]2[C:18]3[CH2:17][CH2:16][N:15]([C:19]([O:21][C:22]([CH3:25])([CH3:24])[CH3:23])=[O:20])[CH2:14][CH2:13][C:12]=3[CH:11]=[CH:10][C:9]=2[Cl:26])=[CH:4][C:3]=1[F:29].CC(C)([O-])C.[Na+].C1OCCOCCOCCOCCOCCOC1.[NH:54]1[CH2:59][CH2:58][CH2:57][CH2:56][CH2:55]1. The catalyst is C1(C)C=CC=CC=1.C1C=CC(/C=C/C(/C=C/C2C=CC=CC=2)=O)=CC=1.C1C=CC(/C=C/C(/C=C/C2C=CC=CC=2)=O)=CC=1.C1C=CC(/C=C/C(/C=C/C2C=CC=CC=2)=O)=CC=1.[Pd].[Pd].C1(P(C2C=CC=CC=2)C2C=CC3C(=CC=CC=3)C=2C2C3C(=CC=CC=3)C=CC=2P(C2C=CC=CC=2)C2C=CC=CC=2)C=CC=CC=1. The product is [C:22]([O:21][C:19]([N:15]1[CH2:16][CH2:17][C:18]2[C:8]([S:7][CH2:6][C:5]3[CH:27]=[CH:28][C:2]([N:54]4[CH2:59][CH2:58][CH2:57][CH2:56][CH2:55]4)=[C:3]([F:29])[CH:4]=3)=[C:9]([Cl:26])[CH:10]=[CH:11][C:12]=2[CH2:13][CH2:14]1)=[O:20])([CH3:25])([CH3:24])[CH3:23]. The yield is 0.330.